This data is from Merck oncology drug combination screen with 23,052 pairs across 39 cell lines. The task is: Regression. Given two drug SMILES strings and cell line genomic features, predict the synergy score measuring deviation from expected non-interaction effect. (1) Drug 1: CN1C(=O)C=CC2(C)C3CCC4(C)C(NC(=O)OCC(F)(F)F)CCC4C3CCC12. Drug 2: O=c1[nH]cc(F)c(=O)[nH]1. Cell line: HT29. Synergy scores: synergy=6.92. (2) Drug 1: CCC1(O)CC2CN(CCc3c([nH]c4ccccc34)C(C(=O)OC)(c3cc4c(cc3OC)N(C)C3C(O)(C(=O)OC)C(OC(C)=O)C5(CC)C=CCN6CCC43C65)C2)C1. Drug 2: C#Cc1cccc(Nc2ncnc3cc(OCCOC)c(OCCOC)cc23)c1. Cell line: A2058. Synergy scores: synergy=85.6. (3) Drug 1: COc1cccc2c1C(=O)c1c(O)c3c(c(O)c1C2=O)CC(O)(C(=O)CO)CC3OC1CC(N)C(O)C(C)O1. Drug 2: O=C(CCCCCCC(=O)Nc1ccccc1)NO. Cell line: UACC62. Synergy scores: synergy=2.27. (4) Drug 1: N#Cc1ccc(Cn2cncc2CN2CCN(c3cccc(Cl)c3)C(=O)C2)cc1. Drug 2: Cn1cc(-c2cnn3c(N)c(Br)c(C4CCCNC4)nc23)cn1. Cell line: NCIH2122. Synergy scores: synergy=-8.44. (5) Drug 1: O=C(O)C1(Cc2cccc(Nc3nccs3)n2)CCC(Oc2cccc(Cl)c2F)CC1. Drug 2: CC(C)CC(NC(=O)C(Cc1ccccc1)NC(=O)c1cnccn1)B(O)O. Cell line: HT29. Synergy scores: synergy=-11.6. (6) Drug 1: CC1CC2C3CCC4=CC(=O)C=CC4(C)C3(F)C(O)CC2(C)C1(O)C(=O)CO. Drug 2: Cn1nnc2c(C(N)=O)ncn2c1=O. Cell line: DLD1. Synergy scores: synergy=-5.86. (7) Drug 1: NC1CCCCC1N.O=C(O)C(=O)O.[Pt+2]. Drug 2: CCc1cnn2c(NCc3ccc[n+]([O-])c3)cc(N3CCCCC3CCO)nc12. Cell line: HCT116. Synergy scores: synergy=-5.08.